From a dataset of Catalyst prediction with 721,799 reactions and 888 catalyst types from USPTO. Predict which catalyst facilitates the given reaction. (1) Product: [C:1]([C:4]1[C:9]([C:10]2[CH:15]=[CH:14][CH:13]=[CH:12][CH:11]=2)=[N:8][N:7]([CH2:16][CH3:17])[C:6](=[O:18])[C:5]=1[NH:19][C:23]1[CH:32]=[CH:31][C:30]([F:33])=[C:29]2[C:24]=1[CH:25]=[CH:26][CH:27]=[N:28]2)(=[O:3])[CH3:2]. The catalyst class is: 8. Reactant: [C:1]([C:4]1[C:9]([C:10]2[CH:15]=[CH:14][CH:13]=[CH:12][CH:11]=2)=[N:8][N:7]([CH2:16][CH3:17])[C:6](=[O:18])[C:5]=1[N+:19]([O-])=O)(=[O:3])[CH3:2].N[C:23]1[CH:32]=[CH:31][C:30]([F:33])=[C:29]2[C:24]=1[CH:25]=[CH:26][CH:27]=[N:28]2. (2) Reactant: [Cl:1][C:2]1[CH:3]=[C:4]([N:8]2[C:12]([CH2:13][NH:14][C:15](=[O:27])[CH:16]([C:18]3[CH:19]=[N:20][C:21]([CH2:24]C#N)=[CH:22][CH:23]=3)[CH3:17])=[CH:11][C:10]([C:28]([F:31])([F:30])[F:29])=[N:9]2)[CH:5]=[CH:6][CH:7]=1.[C:32](O[C:32]([O:34][C:35]([CH3:38])([CH3:37])[CH3:36])=[O:33])([O:34][C:35]([CH3:38])([CH3:37])[CH3:36])=[O:33].[BH4-].[Na+].[NH2:49]CCNCCN. Product: [Cl:1][C:2]1[CH:3]=[C:4]([N:8]2[C:12]([CH2:13][NH:14][C:15](=[O:27])[CH:16]([C:18]3[CH:23]=[CH:22][C:21]([CH2:24][NH:49][C:32](=[O:33])[O:34][C:35]([CH3:38])([CH3:37])[CH3:36])=[N:20][CH:19]=3)[CH3:17])=[CH:11][C:10]([C:28]([F:30])([F:29])[F:31])=[N:9]2)[CH:5]=[CH:6][CH:7]=1. The catalyst class is: 5. (3) Reactant: [Cl:1][C:2]1[CH:3]=[C:4]([F:15])[C:5]([C:8](=[O:14])[CH:9](C)[C:10](O)=O)=[N:6][CH:7]=1.C(O)(=O)C.[Cl:20]Cl. Product: [Cl:20][CH:9]([CH3:10])[C:8]([C:5]1[C:4]([F:15])=[CH:3][C:2]([Cl:1])=[CH:7][N:6]=1)=[O:14]. The catalyst class is: 6. (4) Reactant: [NH2:1][C:2]1[CH:12]=[CH:11][C:10]([S:13]([C:16]2[CH:21]=[CH:20][C:19]([CH2:22][CH2:23][N:24]([C:41]([O:43][C:44]([CH3:47])([CH3:46])[CH3:45])=[O:42])[CH2:25][C@@H:26]([C:34]3[CH:39]=[CH:38][CH:37]=[C:36]([Cl:40])[CH:35]=3)[O:27][CH:28]3[CH2:33][CH2:32][CH2:31][CH2:30][O:29]3)=[CH:18][CH:17]=2)(=[O:15])=[O:14])=[CH:9][C:3]=1[C:4]([O:6]CC)=[O:5].[OH-].[Na+].Cl. Product: [NH2:1][C:2]1[CH:12]=[CH:11][C:10]([S:13]([C:16]2[CH:17]=[CH:18][C:19]([CH2:22][CH2:23][N:24]([C:41]([O:43][C:44]([CH3:47])([CH3:46])[CH3:45])=[O:42])[CH2:25][C@@H:26]([C:34]3[CH:39]=[CH:38][CH:37]=[C:36]([Cl:40])[CH:35]=3)[O:27][CH:28]3[CH2:33][CH2:32][CH2:31][CH2:30][O:29]3)=[CH:20][CH:21]=2)(=[O:15])=[O:14])=[CH:9][C:3]=1[C:4]([OH:6])=[O:5]. The catalyst class is: 8. (5) Reactant: [C:1]([O:4][CH:5]([C:7]#[C:8][C:9]1[CH:14]=[CH:13][CH:12]=[CH:11][C:10]=1[CH:15]=O)[CH3:6])(=[O:3])[CH3:2].N1C=CC=CC=1.Cl.[NH2:24][OH:25]. Product: [C:1]([O:4][CH:5]([C:7]#[C:8][C:9]1[CH:14]=[CH:13][CH:12]=[CH:11][C:10]=1/[CH:15]=[N:24]\[OH:25])[CH3:6])(=[O:3])[CH3:2]. The catalyst class is: 8.